Dataset: Full USPTO retrosynthesis dataset with 1.9M reactions from patents (1976-2016). Task: Predict the reactants needed to synthesize the given product. (1) Given the product [F:1][C:2]1[CH:19]=[C:18]([N+:20]([O-:22])=[O:21])[CH:17]=[CH:16][C:3]=1[O:4][C:5]1[C:10]2=[C:11]([CH3:15])[C:12]([O:14][CH3:23])=[CH:13][N:9]2[N:8]=[CH:7][N:6]=1, predict the reactants needed to synthesize it. The reactants are: [F:1][C:2]1[CH:19]=[C:18]([N+:20]([O-:22])=[O:21])[CH:17]=[CH:16][C:3]=1[O:4][C:5]1[C:10]2=[C:11]([CH3:15])[C:12]([OH:14])=[CH:13][N:9]2[N:8]=[CH:7][N:6]=1.[C:23]([O-])([O-])=O.[Cs+].[Cs+].CI. (2) Given the product [Br:1][C:2]1[C:10]2[C:9]([C:11]([O:13][CH2:14][CH3:15])=[O:12])=[CH:8][C:7]([C:28]3[CH:29]=[CH:30][C:31]([CH2:32][N:33]4[CH2:38][CH2:37][O:36][CH2:35][CH2:34]4)=[CH:39][CH:40]=3)=[N:6][C:5]=2[N:4]([CH:17]([CH3:19])[CH3:18])[N:3]=1, predict the reactants needed to synthesize it. The reactants are: [Br:1][C:2]1[C:10]2[C:9]([C:11]([O:13][CH2:14][CH3:15])=[O:12])=[CH:8][C:7](Br)=[N:6][C:5]=2[N:4]([CH:17]([CH3:19])[CH3:18])[N:3]=1.CC1(C)C(C)(C)OB([C:28]2[CH:40]=[CH:39][C:31]([CH2:32][N:33]3[CH2:38][CH2:37][O:36][CH2:35][CH2:34]3)=[CH:30][CH:29]=2)O1.C([O-])([O-])=O.[Na+].[Na+].CO.C(Cl)Cl. (3) Given the product [NH2:12][C:13]1[C:22]([NH2:23])=[C:21]2[C:16]([C:17](=[O:37])[CH:18]=[C:19]([C:26]3[CH:27]=[C:28]([F:36])[C:29]([N:33]([CH3:34])[CH3:35])=[C:30]([F:32])[CH:31]=3)[O:20]2)=[CH:15][CH:14]=1, predict the reactants needed to synthesize it. The reactants are: [NH4+].[Cl-].C(O)C.C1COCC1.O.[NH2:12][C:13]1[C:22]([N+:23]([O-])=O)=[C:21]2[C:16]([C:17](=[O:37])[CH:18]=[C:19]([C:26]3[CH:31]=[C:30]([F:32])[C:29]([N:33]([CH3:35])[CH3:34])=[C:28]([F:36])[CH:27]=3)[O:20]2)=[CH:15][CH:14]=1. (4) Given the product [N:19]1[CH:24]=[CH:23][CH:22]=[C:21]([CH:25]([OH:26])[C:15]2[Se:14][C:18]([CH:29]([C:28]3[CH:8]=[N:6][CH:5]=[CH:4][CH:27]=3)[OH:30])=[CH:17][CH:16]=2)[CH:20]=1, predict the reactants needed to synthesize it. The reactants are: [CH3:5][N:6]([CH2:4][CH2:5][N:6]([CH3:8])[CH3:4])[CH3:8].C([Li])CCC.[Se:14]1[CH:18]=[CH:17][CH:16]=[CH:15]1.[N:19]1[CH:24]=[CH:23][CH:22]=[C:21]([CH:25]=[O:26])[CH:20]=1.[CH2:27]1C[O:30][CH2:29][CH2:28]1. (5) Given the product [C:3]1([C@H:15]2[C@@H:19]([C:20]3[C:28]4[C:23](=[CH:24][CH:25]=[CH:26][CH:27]=4)[NH:22][CH:21]=3)[C:18](=[O:29])[NH:17][C:16]2=[O:30])[C:13]2=[C:14]3[C:9](=[CH:10][CH:11]=[CH:12]2)[CH2:8][CH2:7][CH2:6][N:5]3[CH:4]=1, predict the reactants needed to synthesize it. The reactants are: [H][H].[C:3]1([C:15]2[C:16](=[O:30])[NH:17][C:18](=[O:29])[C:19]=2[C:20]2[C:28]3[C:23](=[CH:24][CH:25]=[CH:26][CH:27]=3)[NH:22][CH:21]=2)[C:13]2=[C:14]3[C:9](=[CH:10][CH:11]=[CH:12]2)[CH2:8][CH2:7][CH2:6][N:5]3[CH:4]=1.CC(C)([O-])C.[K+]. (6) Given the product [C:49]([NH:57][NH:58][C:43]([C@@H:42]1[CH2:46][CH2:47][CH2:48][N:41]1[C:34]([O:36][C:37]([CH3:38])([CH3:39])[CH3:40])=[O:35])=[O:45])(=[O:56])[C:50]1[CH:55]=[CH:54][CH:53]=[CH:52][CH:51]=1, predict the reactants needed to synthesize it. The reactants are: C1CN([P+](ON2N=NC3C=CC=CC2=3)(N2CCCC2)N2CCCC2)CC1.F[P-](F)(F)(F)(F)F.[C:34]([N:41]1[CH2:48][CH2:47][CH2:46][C@H:42]1[C:43]([OH:45])=O)([O:36][C:37]([CH3:40])([CH3:39])[CH3:38])=[O:35].[C:49]([NH:57][NH2:58])(=[O:56])[C:50]1[CH:55]=[CH:54][CH:53]=[CH:52][CH:51]=1.CCN(C(C)C)C(C)C. (7) The reactants are: [Cl:1][C:2]1[C:7]([F:8])=[CH:6][CH:5]=[C:4]([Cl:9])[C:3]=1[CH:10]([O:12][C:13]1[C:14]([NH2:41])=[N:15][CH:16]=[C:17]([C:19]2[N:20]=[N:21][N:22]([CH:24]3[CH2:27][N:26](C(C4C=CC=CC=4)C4C=CC=CC=4)[CH2:25]3)[CH:23]=2)[CH:18]=1)[CH3:11]. Given the product [Cl:1][C:2]1[C:7]([F:8])=[CH:6][CH:5]=[C:4]([Cl:9])[C:3]=1[CH:10]([O:12][C:13]1[C:14]([NH2:41])=[N:15][CH:16]=[C:17]([C:19]2[N:20]=[N:21][N:22]([CH:24]3[CH2:25][NH:26][CH2:27]3)[CH:23]=2)[CH:18]=1)[CH3:11], predict the reactants needed to synthesize it. (8) The reactants are: [Cl:1][C:2]1[C:3]([F:21])=[C:4]([C:10]2[N:14]([CH:15]3[CH2:20][CH2:19][CH2:18][CH2:17][O:16]3)[N:13]=[CH:12][CH:11]=2)[CH:5]=[C:6]([F:9])[C:7]=1I.[Cu][C:23]#[N:24]. Given the product [Cl:1][C:2]1[C:3]([F:21])=[C:4]([C:10]2[N:14]([CH:15]3[CH2:20][CH2:19][CH2:18][CH2:17][O:16]3)[N:13]=[CH:12][CH:11]=2)[CH:5]=[C:6]([F:9])[C:7]=1[C:23]#[N:24], predict the reactants needed to synthesize it. (9) Given the product [N:22]1([C:2]2[N:3]=[C:4]([C:18]([F:21])([F:20])[F:19])[CH:5]=[C:6]([C:8]3[CH:13]=[CH:12][C:11]([C:14]([F:17])([F:16])[F:15])=[CH:10][CH:9]=3)[N:7]=2)[CH:26]=[CH:25][CH:24]=[CH:23]1, predict the reactants needed to synthesize it. The reactants are: Cl[C:2]1[N:7]=[C:6]([C:8]2[CH:13]=[CH:12][C:11]([C:14]([F:17])([F:16])[F:15])=[CH:10][CH:9]=2)[CH:5]=[C:4]([C:18]([F:21])([F:20])[F:19])[N:3]=1.[NH:22]1[CH:26]=[CH:25][CH:24]=[CH:23]1. (10) Given the product [Br:15][C:16]1[CH:17]=[C:18]2[C:23](=[CH:24][CH:25]=1)[CH:28]=[C:27]([NH:1][C:2]1[CH:3]=[C:4]([OH:14])[CH:5]=[C:6]([C:8]3[CH:9]=[N:10][N:11]([CH3:13])[CH:12]=3)[CH:7]=1)[CH:32]=[CH:19]2, predict the reactants needed to synthesize it. The reactants are: [NH2:1][C:2]1[CH:3]=[C:4]([OH:14])[CH:5]=[C:6]([C:8]2[CH:9]=[N:10][N:11]([CH3:13])[CH:12]=2)[CH:7]=1.[Br:15][C:16]1[CH:17]=[C:18]2[C:23](=[CH:24][CH:25]=1)N=C(Cl)N=[CH:19]2.[C:27](O)(=O)[CH3:28].O1CCOC[CH2:32]1.